Dataset: Forward reaction prediction with 1.9M reactions from USPTO patents (1976-2016). Task: Predict the product of the given reaction. (1) Given the reactants [CH3:1][O:2][C:3](=[O:24])[C:4]1[C:5](=[CH:10][C:11]([O:14][C:15]2[CH:20]=[CH:19][CH:18]=[CH:17][C:16]=2[N+:21]([O-])=O)=[CH:12][CH:13]=1)[C:6]([O:8][CH3:9])=[O:7], predict the reaction product. The product is: [CH3:1][O:2][C:3](=[O:24])[C:4]1[C:5](=[CH:10][C:11]([O:14][C:15]2[CH:20]=[CH:19][CH:18]=[CH:17][C:16]=2[NH2:21])=[CH:12][CH:13]=1)[C:6]([O:8][CH3:9])=[O:7]. (2) Given the reactants [CH3:1][O:2][CH:3]([O:12][CH3:13])[C:4]1[CH:5]=[C:6]([Cl:11])[C:7](I)=[N:8][CH:9]=1.C([Mg]Cl)(C)C.[CH:19](=[O:21])[CH3:20], predict the reaction product. The product is: [CH3:1][O:2][CH:3]([O:12][CH3:13])[C:4]1[CH:5]=[C:6]([Cl:11])[C:7]([CH:19]([OH:21])[CH3:20])=[N:8][CH:9]=1. (3) Given the reactants C1(C)C=CC=CC=1P(C1C=CC=CC=1C)C1C=CC=CC=1C.[CH:23]1[C:36]2[NH:35][C:34]3[C:29](=[CH:30][CH:31]=[CH:32][CH:33]=3)[O:28][C:27]=2[CH:26]=[CH:25][CH:24]=1.Br[C:38]1[CH:43]=[CH:42][C:41]([CH2:44][CH2:45][CH2:46][CH3:47])=[CH:40][CH:39]=1.CC(C)([O-])C.[Na+].Cl, predict the reaction product. The product is: [CH2:44]([C:41]1[CH:42]=[CH:43][C:38]([N:35]2[C:36]3[CH:23]=[CH:24][CH:25]=[CH:26][C:27]=3[O:28][C:29]3[C:34]2=[CH:33][CH:32]=[CH:31][CH:30]=3)=[CH:39][CH:40]=1)[CH2:45][CH2:46][CH3:47]. (4) Given the reactants [CH2:1]([O:5][CH2:6][CH2:7][O:8][C:9]1[CH:14]=[CH:13][C:12]([C:15]2[CH:16]=[CH:17][C:18]3[N:24]([CH2:25][CH:26]([CH3:28])[CH3:27])[CH2:23][CH2:22][C:21]([C:29]([NH:31][C:32]4[CH:37]=[CH:36][C:35]([S:38][CH2:39][N:40]5[CH:44]=[CH:43][CH:42]=[N:41]5)=[CH:34][CH:33]=4)=[O:30])=[CH:20][C:19]=3[CH:45]=2)=[CH:11][CH:10]=1)[CH2:2][CH2:3][CH3:4].ClC1C=CC=C(C(OO)=[O:54])C=1.S([O-])([O-])(=O)=S.[Na+].[Na+], predict the reaction product. The product is: [CH2:1]([O:5][CH2:6][CH2:7][O:8][C:9]1[CH:14]=[CH:13][C:12]([C:15]2[CH:16]=[CH:17][C:18]3[N:24]([CH2:25][CH:26]([CH3:27])[CH3:28])[CH2:23][CH2:22][C:21]([C:29]([NH:31][C:32]4[CH:33]=[CH:34][C:35]([S:38]([CH2:39][N:40]5[CH:44]=[CH:43][CH:42]=[N:41]5)=[O:54])=[CH:36][CH:37]=4)=[O:30])=[CH:20][C:19]=3[CH:45]=2)=[CH:11][CH:10]=1)[CH2:2][CH2:3][CH3:4]. (5) Given the reactants [CH2:1]([O:8][C:9]1[CH:14]=[CH:13][C:12]([CH2:15][C@H:16]([NH:42]C(=O)OC(C)(C)C)[C:17](=[O:41])[N:18]2[C@H:27]([C:28](=[O:40])[NH:29][C@H:30]3[C:39]4[C:34](=[CH:35][CH:36]=[CH:37][CH:38]=4)[CH2:33][CH2:32][CH2:31]3)[CH2:26][C:25]3[C:20](=[CH:21][CH:22]=[CH:23][CH:24]=3)[CH2:19]2)=[CH:11][CH:10]=1)[C:2]1[CH:7]=[CH:6][CH:5]=[CH:4][CH:3]=1.C(O)(C(F)(F)F)=O, predict the reaction product. The product is: [NH2:42][C@@H:16]([CH2:15][C:12]1[CH:13]=[CH:14][C:9]([O:8][CH2:1][C:2]2[CH:7]=[CH:6][CH:5]=[CH:4][CH:3]=2)=[CH:10][CH:11]=1)[C:17]([N:18]1[C@H:27]([C:28]([NH:29][C@H:30]2[C:39]3[C:34](=[CH:35][CH:36]=[CH:37][CH:38]=3)[CH2:33][CH2:32][CH2:31]2)=[O:40])[CH2:26][C:25]2[C:20](=[CH:21][CH:22]=[CH:23][CH:24]=2)[CH2:19]1)=[O:41].